From a dataset of Reaction yield outcomes from USPTO patents with 853,638 reactions. Predict the reaction yield, written as a fraction of the theoretical maximum amount of product (1.0 means a 100% yield; for example, 0.34 means a 34% yield). (1) The reactants are [N+:1]([O-:4])(O)=[O:2].[CH3:5][O:6][C:7]1[CH:8]=[C:9]2[C:14](=[CH:15][C:16]=1[O:17][CH3:18])[N:13]=[CH:12][CH:11]=[C:10]2[O:19][C:20]1[CH:25]=[CH:24][C:23]([S:26][CH2:27][CH2:28][O:29][C:30]2[CH:35]=[CH:34][CH:33]=[C:32]([O:36][CH3:37])[CH:31]=2)=[CH:22][CH:21]=1.C(=O)([O-])[OH:39].[Na+]. No catalyst specified. The product is [CH3:5][O:6][C:7]1[CH:8]=[C:9]2[C:14](=[CH:15][C:16]=1[O:17][CH3:18])[N:13]=[CH:12][CH:11]=[C:10]2[O:19][C:20]1[CH:21]=[CH:22][C:23]([S:26]([CH2:27][CH2:28][O:29][C:30]2[CH:35]=[CH:34][C:33]([N+:1]([O-:4])=[O:2])=[C:32]([O:36][CH3:37])[CH:31]=2)=[O:39])=[CH:24][CH:25]=1. The yield is 0.600. (2) The reactants are [SH:1][C:2]1[CH:7]=[CH:6][CH:5]=[CH:4][N:3]=1.Br[CH2:9][C:10]([O:12][CH3:13])=[O:11].CCN(CC)CC. The catalyst is CC#N. The product is [CH3:13][O:12][C:10](=[O:11])[CH2:9][S:1][C:2]1[CH:7]=[CH:6][CH:5]=[CH:4][N:3]=1. The yield is 0.940.